This data is from Forward reaction prediction with 1.9M reactions from USPTO patents (1976-2016). The task is: Predict the product of the given reaction. The product is: [C:27]([O:26][C:24]([N:20]1[CH2:21][CH2:22][CH2:23][CH:19]1[C:16]1[CH:17]=[CH:18][C:13]([C:3]2[CH:4]=[C:5]3[C:9](=[CH:10][C:2]=2[Cl:1])[NH:8][CH:7]=[C:6]3[C:11]([OH:37])=[O:12])=[CH:14][CH:15]=1)=[O:25])([CH3:30])([CH3:29])[CH3:28]. Given the reactants [Cl:1][C:2]1[CH:10]=[C:9]2[C:5]([C:6]([CH:11]=[O:12])=[CH:7][NH:8]2)=[CH:4][C:3]=1[C:13]1[CH:18]=[CH:17][C:16]([CH:19]2[CH2:23][CH2:22][CH2:21][N:20]2[C:24]([O:26][C:27]([CH3:30])([CH3:29])[CH3:28])=[O:25])=[CH:15][CH:14]=1.CC(=CC)C.Cl([O-])=[O:37].[Na+].P([O-])([O-])([O-])=O.[Na+].[Na+].[Na+].S([O-])([O-])=O.[Na+].[Na+], predict the reaction product.